This data is from Forward reaction prediction with 1.9M reactions from USPTO patents (1976-2016). The task is: Predict the product of the given reaction. (1) Given the reactants Br[C:2]1[C:10]2[N:9]3[CH2:11][CH2:12][CH2:13][NH:14][C:15](=[O:16])[C:8]3=[C:7]([CH3:17])[C:6]=2[CH:5]=[C:4]([C:18]#[N:19])[CH:3]=1.[F:20][C:21]1[CH:22]=[C:23](B(O)O)[CH:24]=[CH:25][C:26]=1[CH3:27], predict the reaction product. The product is: [F:20][C:21]1[CH:22]=[C:23]([C:2]2[C:10]3[N:9]4[CH2:11][CH2:12][CH2:13][NH:14][C:15](=[O:16])[C:8]4=[C:7]([CH3:17])[C:6]=3[CH:5]=[C:4]([C:18]#[N:19])[CH:3]=2)[CH:24]=[CH:25][C:26]=1[CH3:27]. (2) Given the reactants CC(C)([O-])C.[K+].F[C:8]1[CH:9]=[CH:10][C:11]([N+:28]([O-:30])=[O:29])=[C:12]([CH:27]=1)[O:13][CH2:14][CH2:15][N:16]1[C:24](=[O:25])[C:23]2[C:18](=[CH:19][CH:20]=[CH:21][CH:22]=2)[C:17]1=[O:26].[NH:31]1[CH2:36][CH2:35][O:34][CH2:33][C:32]1=[O:37].O, predict the reaction product. The product is: [N+:28]([C:11]1[CH:10]=[CH:9][C:8]([N:31]2[CH2:36][CH2:35][O:34][CH2:33][C:32]2=[O:37])=[CH:27][C:12]=1[O:13][CH2:14][CH2:15][N:16]1[C:24](=[O:25])[C:23]2[C:18](=[CH:19][CH:20]=[CH:21][CH:22]=2)[C:17]1=[O:26])([O-:30])=[O:29]. (3) Given the reactants Cl[C:2]1[N:7]=[C:6]([C:8]2[CH:9]=[N:10][N:11]([CH:13]([CH2:28][C:29]#[N:30])[CH2:14][CH:15]3[CH2:20][CH2:19][N:18](C(OC(C)(C)C)=O)[CH2:17][CH2:16]3)[CH:12]=2)[CH:5]=[CH:4][N:3]=1.[NH2:31][C:32]1[CH:37]=[CH:36][C:35]([N:38]2[CH2:43][CH2:42][O:41][CH2:40][C:39]2=[O:44])=[CH:34][CH:33]=1, predict the reaction product. The product is: [O:44]=[C:39]1[N:38]([C:35]2[CH:34]=[CH:33][C:32]([NH:31][C:2]3[N:7]=[C:6]([C:8]4[CH:9]=[N:10][N:11]([CH:13]([CH2:14][CH:15]5[CH2:20][CH2:19][NH:18][CH2:17][CH2:16]5)[CH2:28][C:29]#[N:30])[CH:12]=4)[CH:5]=[CH:4][N:3]=3)=[CH:37][CH:36]=2)[CH2:43][CH2:42][O:41][CH2:40]1. (4) Given the reactants [C:1]([C:4]1[CH:9]=[CH:8][CH:7]=[CH:6][N:5]=1)(=O)[CH3:2].[C:10]1([N:16]2[C:20]3[CH:21]=[CH:22][CH:23]=[CH:24][C:19]=3[N:18]=[C:17]2[NH:25][NH2:26])[CH:15]=[CH:14][CH:13]=[CH:12][CH:11]=1, predict the reaction product. The product is: [C:10]1([N:16]2[C:20]3[CH:21]=[CH:22][CH:23]=[CH:24][C:19]=3[N:18]=[C:17]2[NH:25][N:26]=[C:1]([C:4]2[CH:9]=[CH:8][CH:7]=[CH:6][N:5]=2)[CH3:2])[CH:11]=[CH:12][CH:13]=[CH:14][CH:15]=1. (5) Given the reactants C[O:2][CH2:3][CH2:4][C:5]1[CH:10]=[CH:9][C:8]([F:11])=[C:7]([F:12])[CH:6]=1.Cl, predict the reaction product. The product is: [F:12][C:7]1[CH:6]=[C:5]([CH2:4][CH:3]=[O:2])[CH:10]=[CH:9][C:8]=1[F:11]. (6) Given the reactants C1(C2C=CC=CC=2)C(C(N2CC(=O)CCC2C(OC)=O)=O)=CC=CC=1.[C:26]1([C:48]2[CH:53]=[CH:52][CH:51]=[CH:50][CH:49]=2)[C:27]([C:32]([N:34]2[CH2:39][C:38]([O:42][CH3:43])([O:40][CH3:41])[CH2:37][CH2:36][CH:35]2[C:44](OC)=[O:45])=[O:33])=[CH:28][CH:29]=[CH:30][CH:31]=1.[Li+].[BH4-], predict the reaction product. The product is: [C:26]1([C:48]2[CH:53]=[CH:52][CH:51]=[CH:50][CH:49]=2)[CH:31]=[CH:30][CH:29]=[CH:28][C:27]=1[C:32]([N:34]1[CH2:39][C:38]([O:40][CH3:41])([O:42][CH3:43])[CH2:37][CH2:36][CH:35]1[CH2:44][OH:45])=[O:33]. (7) The product is: [CH2:3]([S:5](=[N:31][CH3:32])([C:7]1[C:8]([C:17]2[N:29]([CH3:30])[C:20]3=[N:21][CH:22]=[C:23]([C:25]([F:28])([F:27])[F:26])[CH:24]=[C:19]3[N:18]=2)=[N:9][CH:10]=[C:11]([C:13]([F:14])([F:15])[F:16])[CH:12]=1)=[O:6])[CH3:4]. Given the reactants [H-].[Na+].[CH2:3]([S:5](=[NH:31])([C:7]1[C:8]([C:17]2[N:29]([CH3:30])[C:20]3=[N:21][CH:22]=[C:23]([C:25]([F:28])([F:27])[F:26])[CH:24]=[C:19]3[N:18]=2)=[N:9][CH:10]=[C:11]([C:13]([F:16])([F:15])[F:14])[CH:12]=1)=[O:6])[CH3:4].[CH3:32]I, predict the reaction product.